From a dataset of NCI-60 drug combinations with 297,098 pairs across 59 cell lines. Regression. Given two drug SMILES strings and cell line genomic features, predict the synergy score measuring deviation from expected non-interaction effect. Drug 1: C1=CC(=CC=C1CCCC(=O)O)N(CCCl)CCCl. Drug 2: CC1CCC2CC(C(=CC=CC=CC(CC(C(=O)C(C(C(=CC(C(=O)CC(OC(=O)C3CCCCN3C(=O)C(=O)C1(O2)O)C(C)CC4CCC(C(C4)OC)OCCO)C)C)O)OC)C)C)C)OC. Cell line: SK-MEL-5. Synergy scores: CSS=47.7, Synergy_ZIP=7.84, Synergy_Bliss=7.54, Synergy_Loewe=7.26, Synergy_HSA=9.14.